Predict the product of the given reaction. From a dataset of Forward reaction prediction with 1.9M reactions from USPTO patents (1976-2016). (1) Given the reactants [NH2:1][C:2]1[N:14]=[C:13]([C:15]2[C:20]([O:21][CH2:22][C:23]3[CH:28]=[CH:27][C:26]([O:29][CH3:30])=[CH:25][CH:24]=3)=[CH:19][CH:18]=[CH:17][C:16]=2[O:31][CH2:32][CH:33]2[CH2:35][CH2:34]2)[CH:12]=[C:11]([CH:36]2[CH2:41][CH2:40][CH2:39][N:38]([C:42]([O:44][C:45]([CH3:48])([CH3:47])[CH3:46])=[O:43])[CH2:37]2)[C:3]=1[C:4](OC(C)(C)C)=[O:5].COCCO[AlH2-]OCCOC.[Na+], predict the reaction product. The product is: [NH2:1][C:2]1[C:3]([CH2:4][OH:5])=[C:11]([CH:36]2[CH2:41][CH2:40][CH2:39][N:38]([C:42]([O:44][C:45]([CH3:47])([CH3:48])[CH3:46])=[O:43])[CH2:37]2)[CH:12]=[C:13]([C:15]2[C:20]([O:21][CH2:22][C:23]3[CH:24]=[CH:25][C:26]([O:29][CH3:30])=[CH:27][CH:28]=3)=[CH:19][CH:18]=[CH:17][C:16]=2[O:31][CH2:32][CH:33]2[CH2:34][CH2:35]2)[N:14]=1. (2) Given the reactants Cl[C:2]1[N:7]=[C:6]([NH:8][CH2:9][C:10]#[CH:11])[N:5]=[C:4]([N:12]([CH3:15])[O:13][CH3:14])[N:3]=1.C(N(CC)C(C)C)(C)C.[CH2:25]([O:27][CH:28]([O:32][CH2:33][CH3:34])[CH2:29][CH2:30][NH2:31])[CH3:26].C([O-])(O)=O.[Na+], predict the reaction product. The product is: [CH2:25]([O:27][CH:28]([O:32][CH2:33][CH3:34])[CH2:29][CH2:30][NH:31][C:2]1[N:7]=[C:6]([NH:8][CH2:9][C:10]#[CH:11])[N:5]=[C:4]([N:12]([CH3:15])[O:13][CH3:14])[N:3]=1)[CH3:26]. (3) Given the reactants [NH2:1][C:2]1[C:7]([NH2:8])=[C:6]([NH:9][C:10]23[C:16]([CH3:18])([CH3:17])[C:13]([CH3:19])([CH2:14][CH2:15]2)[C:12](=[O:20])[CH2:11]3)[C:5]([Cl:21])=[CH:4][N:3]=1.[CH3:22][O:23][C:24]1[CH:31]=[C:30]([N:32]2[CH2:37][CH2:36][O:35][CH2:34][CH2:33]2)[CH:29]=[CH:28][C:25]=1[CH:26]=O.C([O-])(=O)C.[NH4+], predict the reaction product. The product is: [Cl:21][C:5]1[C:6]([NH:9][C:10]23[C:16]([CH3:17])([CH3:18])[C:13]([CH3:19])([CH2:14][CH2:15]2)[C:12](=[O:20])[CH2:11]3)=[C:7]2[N:8]=[C:26]([C:25]3[CH:28]=[CH:29][C:30]([N:32]4[CH2:37][CH2:36][O:35][CH2:34][CH2:33]4)=[CH:31][C:24]=3[O:23][CH3:22])[NH:1][C:2]2=[N:3][CH:4]=1.